This data is from NCI-60 drug combinations with 297,098 pairs across 59 cell lines. The task is: Regression. Given two drug SMILES strings and cell line genomic features, predict the synergy score measuring deviation from expected non-interaction effect. (1) Drug 1: CN1CCC(CC1)COC2=C(C=C3C(=C2)N=CN=C3NC4=C(C=C(C=C4)Br)F)OC. Drug 2: CCCCC(=O)OCC(=O)C1(CC(C2=C(C1)C(=C3C(=C2O)C(=O)C4=C(C3=O)C=CC=C4OC)O)OC5CC(C(C(O5)C)O)NC(=O)C(F)(F)F)O. Cell line: NCI-H322M. Synergy scores: CSS=38.1, Synergy_ZIP=-6.35, Synergy_Bliss=-8.25, Synergy_Loewe=-7.51, Synergy_HSA=-6.64. (2) Drug 1: CC1=C(C=C(C=C1)NC2=NC=CC(=N2)N(C)C3=CC4=NN(C(=C4C=C3)C)C)S(=O)(=O)N.Cl. Drug 2: CC1=C(C(CCC1)(C)C)C=CC(=CC=CC(=CC(=O)O)C)C. Cell line: MALME-3M. Synergy scores: CSS=39.3, Synergy_ZIP=-1.76, Synergy_Bliss=3.71, Synergy_Loewe=1.59, Synergy_HSA=5.47. (3) Drug 1: CC(C1=C(C=CC(=C1Cl)F)Cl)OC2=C(N=CC(=C2)C3=CN(N=C3)C4CCNCC4)N. Drug 2: C1CC(=O)NC(=O)C1N2CC3=C(C2=O)C=CC=C3N. Cell line: SK-OV-3. Synergy scores: CSS=1.65, Synergy_ZIP=-2.39, Synergy_Bliss=-1.66, Synergy_Loewe=-1.49, Synergy_HSA=-1.31. (4) Drug 1: C1=CN(C(=O)N=C1N)C2C(C(C(O2)CO)O)O.Cl. Drug 2: C1C(C(OC1N2C=NC(=NC2=O)N)CO)O. Cell line: A549. Synergy scores: CSS=58.5, Synergy_ZIP=11.4, Synergy_Bliss=11.5, Synergy_Loewe=5.58, Synergy_HSA=10.6. (5) Drug 1: CCC1=C2CN3C(=CC4=C(C3=O)COC(=O)C4(CC)O)C2=NC5=C1C=C(C=C5)O. Drug 2: C1=CN(C=N1)CC(O)(P(=O)(O)O)P(=O)(O)O. Cell line: EKVX. Synergy scores: CSS=5.86, Synergy_ZIP=-6.56, Synergy_Bliss=-6.35, Synergy_Loewe=-5.88, Synergy_HSA=-2.98. (6) Drug 1: C1C(C(OC1N2C=C(C(=O)NC2=O)F)CO)O. Drug 2: CC(C)NC(=O)C1=CC=C(C=C1)CNNC.Cl. Cell line: PC-3. Synergy scores: CSS=27.6, Synergy_ZIP=-9.35, Synergy_Bliss=-4.39, Synergy_Loewe=-17.5, Synergy_HSA=-1.70. (7) Drug 1: CS(=O)(=O)CCNCC1=CC=C(O1)C2=CC3=C(C=C2)N=CN=C3NC4=CC(=C(C=C4)OCC5=CC(=CC=C5)F)Cl. Drug 2: C1CN(CCN1C(=O)CCBr)C(=O)CCBr. Cell line: PC-3. Synergy scores: CSS=11.0, Synergy_ZIP=-1.41, Synergy_Bliss=5.49, Synergy_Loewe=3.27, Synergy_HSA=4.97.